Dataset: Peptide-MHC class I binding affinity with 185,985 pairs from IEDB/IMGT. Task: Regression. Given a peptide amino acid sequence and an MHC pseudo amino acid sequence, predict their binding affinity value. This is MHC class I binding data. (1) The peptide sequence is YEDKVWDKY. The MHC is HLA-A24:02 with pseudo-sequence HLA-A24:02. The binding affinity (normalized) is 0. (2) The peptide sequence is SFFGPIGKL. The MHC is H-2-Db with pseudo-sequence H-2-Db. The binding affinity (normalized) is 0. (3) The peptide sequence is FSMELPSFGV. The MHC is HLA-A02:06 with pseudo-sequence HLA-A02:06. The binding affinity (normalized) is 0.916.